This data is from Full USPTO retrosynthesis dataset with 1.9M reactions from patents (1976-2016). The task is: Predict the reactants needed to synthesize the given product. Given the product [CH2:1]([C:3]([C:6]1[CH:11]=[CH:10][C:9]([OH:12])=[CH:8][CH:7]=1)([C:13]1[CH:18]=[CH:17][C:16](/[CH:19]=[CH:20]/[C:21]([CH2:28][CH3:29])([OH:24])[CH2:22][CH3:23])=[C:15]([CH3:25])[CH:14]=1)[CH2:4][CH3:5])[CH3:2], predict the reactants needed to synthesize it. The reactants are: [CH2:1]([C:3]([C:13]1[CH:18]=[CH:17][C:16](/[CH:19]=[CH:20]/[C:21](=[O:24])[CH2:22][CH3:23])=[C:15]([CH3:25])[CH:14]=1)([C:6]1[CH:11]=[CH:10][C:9]([OH:12])=[CH:8][CH:7]=1)[CH2:4][CH3:5])[CH3:2].[NH4+].[Cl-].[CH2:28]1COC[CH2:29]1.